Regression. Given a peptide amino acid sequence and an MHC pseudo amino acid sequence, predict their binding affinity value. This is MHC class I binding data. From a dataset of Peptide-MHC class I binding affinity with 185,985 pairs from IEDB/IMGT. (1) The peptide sequence is CTELKLSDY. The MHC is HLA-B27:05 with pseudo-sequence HLA-B27:05. The binding affinity (normalized) is 0.0847. (2) The peptide sequence is TQGYFPDWQNY. The MHC is HLA-A68:01 with pseudo-sequence HLA-A68:01. The binding affinity (normalized) is 0. (3) The peptide sequence is RSNDTELNY. The MHC is HLA-B46:01 with pseudo-sequence HLA-B46:01. The binding affinity (normalized) is 0.0847. (4) The MHC is HLA-A11:01 with pseudo-sequence HLA-A11:01. The peptide sequence is HSKKKCDEL. The binding affinity (normalized) is 0.0271.